From a dataset of Reaction yield outcomes from USPTO patents with 853,638 reactions. Predict the reaction yield, written as a fraction of the theoretical maximum amount of product (1.0 means a 100% yield; for example, 0.34 means a 34% yield). (1) The reactants are C1(P(C2C=CC=CC=2)C2C=CC=CC=2)C=CC=CC=1.BrN1C(=O)CCC1=O.[Br:28][C:29]1[CH:30]=[C:31]([CH:39]([CH2:43][CH:44]2[CH2:48][CH2:47][CH2:46][CH2:45]2)[C:40]([OH:42])=O)[CH:32]=[CH:33][C:34]=1[S:35]([CH3:38])(=[O:37])=[O:36].[NH2:49][C:50]1[CH:55]=[CH:54][CH:53]=[CH:52][N:51]=1. The catalyst is C(Cl)Cl. The product is [Br:28][C:29]1[CH:30]=[C:31]([CH:39]([CH2:43][CH:44]2[CH2:48][CH2:47][CH2:46][CH2:45]2)[C:40]([NH:49][C:50]2[CH:55]=[CH:54][CH:53]=[CH:52][N:51]=2)=[O:42])[CH:32]=[CH:33][C:34]=1[S:35]([CH3:38])(=[O:36])=[O:37]. The yield is 0.730. (2) The catalyst is C(#N)C.O. The yield is 0.530. The reactants are [C:1]([O:5][C:6]([C:8]1[CH:9]=[C:10]([C:14]2[C:19]([CH3:20])=[CH:18][CH:17]=[CH:16][N+:15]=2[O-])[CH:11]=[CH:12][CH:13]=1)=[O:7])([CH3:4])([CH3:3])[CH3:2].[N:22]1C=CC=CC=1.CS(OS(C)(=O)=O)(=O)=O.C(CN)O. The product is [C:1]([O:5][C:6](=[O:7])[C:8]1[CH:13]=[CH:12][CH:11]=[C:10]([C:14]2[C:19]([CH3:20])=[CH:18][CH:17]=[C:16]([NH2:22])[N:15]=2)[CH:9]=1)([CH3:4])([CH3:3])[CH3:2]. (3) The reactants are Br[C:2]1[N:6]([S:7]([C:10]2[CH:15]=[CH:14][CH:13]=[CH:12][CH:11]=2)(=[O:9])=[O:8])[CH:5]=[C:4]([CH2:16][N:17]([CH3:25])[C:18](=[O:24])[O:19][C:20]([CH3:23])([CH3:22])[CH3:21])[C:3]=1[CH:26]([CH3:28])[CH3:27].[C:29]1(B(O)O)[CH:34]=[CH:33][CH:32]=[CH:31][CH:30]=1.C(=O)([O-])[O-].[Na+].[Na+]. The catalyst is C1C=CC([P]([Pd]([P](C2C=CC=CC=2)(C2C=CC=CC=2)C2C=CC=CC=2)([P](C2C=CC=CC=2)(C2C=CC=CC=2)C2C=CC=CC=2)[P](C2C=CC=CC=2)(C2C=CC=CC=2)C2C=CC=CC=2)(C2C=CC=CC=2)C2C=CC=CC=2)=CC=1. The product is [CH:26]([C:3]1[C:4]([CH2:16][N:17]([CH3:25])[C:18](=[O:24])[O:19][C:20]([CH3:22])([CH3:23])[CH3:21])=[CH:5][N:6]([S:7]([C:10]2[CH:11]=[CH:12][CH:13]=[CH:14][CH:15]=2)(=[O:8])=[O:9])[C:2]=1[C:29]1[CH:34]=[CH:33][CH:32]=[CH:31][CH:30]=1)([CH3:27])[CH3:28]. The yield is 0.370. (4) The reactants are [O:1]1[C:5]2[CH:6]=[CH:7][C:8]([C:10]3[CH:11]=[C:12]([C:17]([O:19]C)=[O:18])[C:13](=[O:16])[NH:14][N:15]=3)=[CH:9][C:4]=2[CH:3]=[CH:2]1.[F:21][C:22]1[CH:29]=[CH:28][C:25]([CH2:26]Cl)=[CH:24][CH:23]=1. No catalyst specified. The product is [O:1]1[C:5]2[CH:6]=[CH:7][C:8]([C:10]3[CH:11]=[C:12]([C:17]([OH:19])=[O:18])[C:13](=[O:16])[N:14]([CH2:26][C:25]4[CH:28]=[CH:29][C:22]([F:21])=[CH:23][CH:24]=4)[N:15]=3)=[CH:9][C:4]=2[CH:3]=[CH:2]1. The yield is 0.734. (5) The reactants are [CH3:1][O:2][N:3]([CH3:15])[C:4]([C:6]1[C:14]2[C:9](=[CH:10][CH:11]=[CH:12][CH:13]=2)[NH:8][N:7]=1)=[O:5].FC(F)(F)C(OC1C(OC(=O)C(F)(F)F)=C([I:27])C=CC=1)=O.II.OS([O-])=O.[Na+]. The catalyst is C(Cl)Cl. The product is [I:27][C:12]1[CH:13]=[C:14]2[C:9](=[CH:10][CH:11]=1)[NH:8][N:7]=[C:6]2[C:4]([N:3]([O:2][CH3:1])[CH3:15])=[O:5]. The yield is 0.720. (6) The reactants are [NH2:1][C@@:2]([CH3:15])([CH2:6][C:7]1[CH:12]=[CH:11][C:10]([O:13]C)=[CH:9][CH:8]=1)[C:3](N)=[O:4].C1(CC(N)=[O:24])C=CC=CC=1.Br. The catalyst is O. The product is [CH3:15][C@@:2]([NH2:1])([C:3]([OH:24])=[O:4])[CH2:6][C:7]1[CH:12]=[CH:11][C:10]([OH:13])=[CH:9][CH:8]=1. The yield is 0.840. (7) The reactants are [Cl-].[NH4+].[CH2:3]([O:10][C:11]1[CH:16]=[CH:15][C:14]([N+:17]([O-])=O)=[CH:13][N:12]=1)[C:4]1[CH:9]=[CH:8][CH:7]=[CH:6][CH:5]=1. The catalyst is O.C1COCC1.[Fe]. The product is [CH2:3]([O:10][C:11]1[N:12]=[CH:13][C:14]([NH2:17])=[CH:15][CH:16]=1)[C:4]1[CH:5]=[CH:6][CH:7]=[CH:8][CH:9]=1. The yield is 1.00.